From a dataset of Full USPTO retrosynthesis dataset with 1.9M reactions from patents (1976-2016). Predict the reactants needed to synthesize the given product. (1) Given the product [C:6]([CH2:8][CH2:9][C:10]1[CH:32]=[CH:31][C:13]([O:14][CH2:15][C:16]2[CH:17]=[C:18]([C:22]3[C:23]([C:28]([OH:30])=[O:29])=[CH:24][CH:25]=[CH:26][CH:27]=3)[CH:19]=[CH:20][CH:21]=2)=[CH:12][CH:11]=1)([OH:7])=[O:5], predict the reactants needed to synthesize it. The reactants are: C([O:5][C:6]([CH2:8][CH2:9][C:10]1[CH:32]=[CH:31][C:13]([O:14][CH2:15][C:16]2[CH:17]=[C:18]([C:22]3[C:23]([C:28]([OH:30])=[O:29])=[CH:24][CH:25]=[CH:26][CH:27]=3)[CH:19]=[CH:20][CH:21]=2)=[CH:12][CH:11]=1)=[O:7])(C)(C)C. (2) Given the product [CH3:4][C:2]([C:5]1[C:10]([C:11]2[CH:16]=[C:15]([O:17][CH3:18])[CH:14]=[CH:13][C:12]=2[F:19])=[CH:9][C:8]([CH2:20][O:21][C:22]2[CH:23]=[CH:24][C:25]([C@H:28]([CH2:34][CH:35]([CH3:37])[CH3:36])[CH2:29][C:30]([OH:32])=[O:31])=[CH:26][CH:27]=2)=[CH:7][CH:6]=1)([CH3:1])[CH3:3], predict the reactants needed to synthesize it. The reactants are: [CH3:1][C:2]([C:5]1[C:10]([C:11]2[CH:16]=[C:15]([O:17][CH3:18])[CH:14]=[CH:13][C:12]=2[F:19])=[CH:9][C:8]([CH2:20][O:21][C:22]2[CH:27]=[CH:26][C:25]([C@H:28]([CH2:34][CH:35]([CH3:37])[CH3:36])[CH2:29][C:30]([O:32]C)=[O:31])=[CH:24][CH:23]=2)=[CH:7][CH:6]=1)([CH3:4])[CH3:3].C1COCC1.CCO.[OH-].[Na+]. (3) Given the product [CH2:53]([O:56]/[N:57]=[C:1](/[C:4]1[C:43](=[O:44])[C@@:8]2([CH3:45])[C:9]3[C:15]([OH:16])=[CH:14][C:13]([O:17][CH3:18])=[C:12]([C:19]([NH:21][CH2:22][C:23]4[C:28]([CH3:29])=[CH:27][C:26]([NH:30][S:31]([C:34]5[CH:39]=[CH:38][C:37]([Cl:40])=[CH:36][C:35]=5[Cl:41])(=[O:33])=[O:32])=[CH:25][C:24]=4[CH3:42])=[O:20])[C:10]=3[O:11][C:7]2=[CH:6][C:5]=1[OH:46])\[CH3:2])[CH:54]=[CH2:55], predict the reactants needed to synthesize it. The reactants are: [C:1]([C:4]1[C:43](=[O:44])[C@@:8]2([CH3:45])[C:9]3[C:15]([OH:16])=[CH:14][C:13]([O:17][CH3:18])=[C:12]([C:19]([NH:21][CH2:22][C:23]4[C:28]([CH3:29])=[CH:27][C:26]([NH:30][S:31]([C:34]5[CH:39]=[CH:38][C:37]([Cl:40])=[CH:36][C:35]=5[Cl:41])(=[O:33])=[O:32])=[CH:25][C:24]=4[CH3:42])=[O:20])[C:10]=3[O:11][C:7]2=[CH:6][C:5]=1[OH:46])(=O)[CH3:2].C(=O)(O)[O-].[Na+].Cl.[CH2:53]([O:56][NH2:57])[CH:54]=[CH2:55].Cl. (4) Given the product [CH3:10][N:8]([CH3:9])[C:6]([C:5]1[CH:11]=[C:12]([C:15]2[CH:16]=[C:17]3[C:23]([C:24]4[CH:29]=[CH:28][CH:27]=[CH:26][C:25]=4[O:30][CH3:31])=[CH:22][NH:21][C:18]3=[N:19][CH:20]=2)[CH:13]=[CH:14][C:4]=1[NH:1][C:2]([N:42]1[CH2:47][CH2:46][O:45][CH2:44][CH2:43]1)=[O:3])=[O:7], predict the reactants needed to synthesize it. The reactants are: [N:1]([C:4]1[CH:14]=[CH:13][C:12]([C:15]2[CH:16]=[C:17]3[C:23]([C:24]4[CH:29]=[CH:28][CH:27]=[CH:26][C:25]=4[O:30][CH3:31])=[CH:22][N:21](S(C4C=CC(C)=CC=4)(=O)=O)[C:18]3=[N:19][CH:20]=2)=[CH:11][C:5]=1[C:6]([N:8]([CH3:10])[CH3:9])=[O:7])=[C:2]=[O:3].[NH:42]1[CH2:47][CH2:46][O:45][CH2:44][CH2:43]1.